Dataset: Catalyst prediction with 721,799 reactions and 888 catalyst types from USPTO. Task: Predict which catalyst facilitates the given reaction. (1) The catalyst class is: 1. Reactant: [OH:1][N:2]1[C:6](=[O:7])[CH2:5][CH2:4][C:3]1=[O:8].[CH3:9][O:10][C:11]([C@H:13]1[CH2:18][CH2:17][C@H:16]([C:19](O)=[O:20])[CH2:15][CH2:14]1)=[O:12].C1(N=C=NC2CCCCC2)CCCCC1. Product: [O:8]=[C:3]1[CH2:4][CH2:5][C:6](=[O:7])[N:2]1[O:1][C:19]([C@H:16]1[CH2:15][CH2:14][C@H:13]([C:11]([O:10][CH3:9])=[O:12])[CH2:18][CH2:17]1)=[O:20]. (2) Product: [CH2:26]([CH:30]1[CH2:35][CH2:34][N:33]([CH2:2][CH2:3][CH2:4][N:5]2[C:10]3[CH:11]=[C:12]([O:15][CH3:16])[CH:13]=[CH:14][C:9]=3[O:8][CH2:7][C:6]2=[O:17])[CH2:32][CH2:31]1)[CH2:27][CH2:28][CH3:29]. The catalyst class is: 243. Reactant: Cl[CH2:2][CH2:3][CH2:4][N:5]1[C:10]2[CH:11]=[C:12]([O:15][CH3:16])[CH:13]=[CH:14][C:9]=2[O:8][CH2:7][C:6]1=[O:17].C([O-])([O-])=O.[K+].[K+].[Na+].[I-].[CH2:26]([CH:30]1[CH2:35][CH2:34][NH:33][CH2:32][CH2:31]1)[CH2:27][CH2:28][CH3:29]. (3) Reactant: [C:1]([C:5]1[CH:10]=[C:9]([C:11]([CH2:14][CH3:15])([CH3:13])[CH3:12])[C:8]([CH3:16])=[CH:7][C:6]=1[OH:17])([CH3:4])([CH3:3])[CH3:2].CN([CH2:21][CH2:22]N(C)C)C.C(Cl)Cl. Product: [C:1]([C:5]1[CH:10]=[C:9]([C:11]([CH2:14][CH3:15])([CH3:13])[CH3:12])[C:21]([CH3:22])=[C:7]([C:7]2[C:6]([OH:17])=[C:5]([C:1]([CH3:3])([CH3:4])[CH3:2])[CH:10]=[C:9]([C:11]([CH2:14][CH3:15])([CH3:13])[CH3:12])[C:8]=2[CH3:16])[C:6]=1[OH:17])([CH3:4])([CH3:3])[CH3:2]. The catalyst class is: 8. (4) Reactant: [Br:1][C:2]1[CH:7]=[CH:6][C:5]([Cl:8])=[CH:4][C:3]=1[F:9].[Li+].CC([N-]C(C)C)C.B(OC)(OC)[O:19]C.C(OO)(=O)C. Product: [Br:1][C:2]1[C:3]([F:9])=[C:4]([OH:19])[C:5]([Cl:8])=[CH:6][CH:7]=1. The catalyst class is: 7. (5) Reactant: [CH3:1][O:2][C:3]1[CH:8]=[C:7]([CH3:9])[C:6]([S:10]([N:13]([CH3:28])[CH2:14][C:15]2[O:16][C:17]([C:20]([N:22]3[CH2:27][CH2:26][NH:25][CH2:24][CH2:23]3)=[O:21])=[N:18][N:19]=2)(=[O:12])=[O:11])=[C:5]([CH3:29])[CH:4]=1.[CH:30]([CH:32]1[CH2:37][CH2:36][N:35]([C:38]([O:40][C:41]([CH3:44])([CH3:43])[CH3:42])=[O:39])[CH2:34][CH2:33]1)=O.C(Cl)Cl.C(OC(=O)C)(=O)C. Product: [CH3:1][O:2][C:3]1[CH:8]=[C:7]([CH3:9])[C:6]([S:10]([N:13]([CH2:14][C:15]2[O:16][C:17]([C:20]([N:22]3[CH2:23][CH2:24][N:25]([CH2:30][CH:32]4[CH2:37][CH2:36][N:35]([C:38]([O:40][C:41]([CH3:42])([CH3:44])[CH3:43])=[O:39])[CH2:34][CH2:33]4)[CH2:26][CH2:27]3)=[O:21])=[N:18][N:19]=2)[CH3:28])(=[O:11])=[O:12])=[C:5]([CH3:29])[CH:4]=1. The catalyst class is: 525.